Dataset: NCI-60 drug combinations with 297,098 pairs across 59 cell lines. Task: Regression. Given two drug SMILES strings and cell line genomic features, predict the synergy score measuring deviation from expected non-interaction effect. (1) Drug 1: CN1CCC(CC1)COC2=C(C=C3C(=C2)N=CN=C3NC4=C(C=C(C=C4)Br)F)OC. Drug 2: CC12CCC3C(C1CCC2=O)CC(=C)C4=CC(=O)C=CC34C. Cell line: HT29. Synergy scores: CSS=28.1, Synergy_ZIP=-0.102, Synergy_Bliss=-0.0261, Synergy_Loewe=-9.33, Synergy_HSA=-1.06. (2) Drug 2: C1=NNC2=C1C(=O)NC=N2. Drug 1: C1=CN(C(=O)N=C1N)C2C(C(C(O2)CO)O)O.Cl. Synergy scores: CSS=5.02, Synergy_ZIP=-1.26, Synergy_Bliss=0.506, Synergy_Loewe=-6.25, Synergy_HSA=-1.20. Cell line: SNB-75. (3) Drug 1: CC12CCC3C(C1CCC2=O)CC(=C)C4=CC(=O)C=CC34C. Drug 2: C1=CN(C(=O)N=C1N)C2C(C(C(O2)CO)O)O.Cl. Cell line: BT-549. Synergy scores: CSS=70.8, Synergy_ZIP=-4.53, Synergy_Bliss=2.88, Synergy_Loewe=-8.82, Synergy_HSA=4.57. (4) Drug 1: COC1=NC(=NC2=C1N=CN2C3C(C(C(O3)CO)O)O)N. Drug 2: CC(C)(C#N)C1=CC(=CC(=C1)CN2C=NC=N2)C(C)(C)C#N. Cell line: SK-MEL-28. Synergy scores: CSS=25.3, Synergy_ZIP=-7.24, Synergy_Bliss=-2.47, Synergy_Loewe=0.335, Synergy_HSA=-0.649. (5) Drug 1: CC1C(C(CC(O1)OC2CC(OC(C2O)C)OC3=CC4=CC5=C(C(=O)C(C(C5)C(C(=O)C(C(C)O)O)OC)OC6CC(C(C(O6)C)O)OC7CC(C(C(O7)C)O)OC8CC(C(C(O8)C)O)(C)O)C(=C4C(=C3C)O)O)O)O. Drug 2: CC1C(C(CC(O1)OC2CC(CC3=C2C(=C4C(=C3O)C(=O)C5=C(C4=O)C(=CC=C5)OC)O)(C(=O)CO)O)N)O.Cl. Cell line: NCI/ADR-RES. Synergy scores: CSS=5.48, Synergy_ZIP=-1.69, Synergy_Bliss=2.79, Synergy_Loewe=-0.939, Synergy_HSA=0.624. (6) Cell line: MCF7. Synergy scores: CSS=22.8, Synergy_ZIP=-5.14, Synergy_Bliss=-0.244, Synergy_Loewe=-7.40, Synergy_HSA=2.41. Drug 1: CC1CCC2CC(C(=CC=CC=CC(CC(C(=O)C(C(C(=CC(C(=O)CC(OC(=O)C3CCCCN3C(=O)C(=O)C1(O2)O)C(C)CC4CCC(C(C4)OC)OCCO)C)C)O)OC)C)C)C)OC. Drug 2: C1CN1C2=NC(=NC(=N2)N3CC3)N4CC4. (7) Drug 1: CNC(=O)C1=CC=CC=C1SC2=CC3=C(C=C2)C(=NN3)C=CC4=CC=CC=N4. Drug 2: CC1C(C(CC(O1)OC2CC(CC3=C2C(=C4C(=C3O)C(=O)C5=CC=CC=C5C4=O)O)(C(=O)C)O)N)O. Cell line: SNB-75. Synergy scores: CSS=47.4, Synergy_ZIP=3.32, Synergy_Bliss=6.67, Synergy_Loewe=-18.8, Synergy_HSA=7.82. (8) Drug 1: CN(C)N=NC1=C(NC=N1)C(=O)N. Drug 2: CC1CCC2CC(C(=CC=CC=CC(CC(C(=O)C(C(C(=CC(C(=O)CC(OC(=O)C3CCCCN3C(=O)C(=O)C1(O2)O)C(C)CC4CCC(C(C4)OC)O)C)C)O)OC)C)C)C)OC. Cell line: HL-60(TB). Synergy scores: CSS=29.7, Synergy_ZIP=-5.06, Synergy_Bliss=-6.16, Synergy_Loewe=-10.2, Synergy_HSA=0.146.